The task is: Predict the reactants needed to synthesize the given product.. This data is from Full USPTO retrosynthesis dataset with 1.9M reactions from patents (1976-2016). Given the product [CH2:16]([N:5]1[CH2:6][C@H:2]([OH:1])[C@@H:3]([CH2:7][OH:8])[CH2:4]1)[C:17]1[CH:22]=[CH:21][CH:20]=[CH:19][CH:18]=1, predict the reactants needed to synthesize it. The reactants are: [OH:1][C@H:2]1[CH2:6][NH:5][CH2:4][C@@H:3]1[CH2:7][OH:8].C(N(CC)CC)C.[CH2:16](Br)[C:17]1[CH:22]=[CH:21][CH:20]=[CH:19][CH:18]=1.